Dataset: Full USPTO retrosynthesis dataset with 1.9M reactions from patents (1976-2016). Task: Predict the reactants needed to synthesize the given product. (1) Given the product [CH2:16]([S:15][C:13]1[O:14][C:10]([C:7]2[CH:8]=[CH:9][C:4]3[NH:3][CH:2]=[N:1][C:5]=3[CH:6]=2)=[N:11][N:12]=1)[CH2:17][CH2:18][CH2:19][CH2:20][CH2:21][CH2:22][CH3:23], predict the reactants needed to synthesize it. The reactants are: [NH:1]1[C:5]2[CH:6]=[C:7]([C:10]3[O:14][C:13]([SH:15])=[N:12][N:11]=3)[CH:8]=[CH:9][C:4]=2[N:3]=[CH:2]1.[CH2:16](Br)[CH2:17][CH2:18][CH2:19][CH2:20][CH2:21][CH2:22][CH3:23]. (2) Given the product [Cl:1][C:2]1[CH:3]=[CH:4][C:5]([CH2:8][O:9][C:10]2[CH:15]=[CH:14][N:13]([C:18]3[CH:23]=[N:22][C:21]([N:24]4[CH2:28][CH2:27][C@@H:26]([NH:29][CH2:30][CH3:31])[CH2:25]4)=[CH:20][CH:19]=3)[C:12](=[O:16])[CH:11]=2)=[N:6][CH:7]=1, predict the reactants needed to synthesize it. The reactants are: [Cl:1][C:2]1[CH:3]=[CH:4][C:5]([CH2:8][O:9][C:10]2[CH:15]=[CH:14][NH:13][C:12](=[O:16])[CH:11]=2)=[N:6][CH:7]=1.Br[C:18]1[CH:19]=[CH:20][C:21]([N:24]2[CH2:28][CH2:27][C@@H:26]([NH:29][CH2:30][CH3:31])[CH2:25]2)=[N:22][CH:23]=1.CN[C@H]1CCCC[C@@H]1NC.C(=O)([O-])[O-].[K+].[K+].[Cl-].[K+].